Task: Predict the product of the given reaction.. Dataset: Forward reaction prediction with 1.9M reactions from USPTO patents (1976-2016) (1) The product is: [CH3:43][S:44]([C:14]([C:15]1[O:19][C:18]([CH2:20][NH:21][S:22]([NH2:23])(=[O:24])=[O:25])=[N:17][N:16]=1)([C:12]1[S:13][C:9]2[CH:8]=[C:7]([C:1]3[CH:2]=[CH:3][CH:4]=[CH:5][CH:6]=3)[CH:27]=[CH:26][C:10]=2[N:11]=1)[CH3:50])(=[O:46])=[O:45]. Given the reactants [C:1]1([C:7]2[CH:27]=[CH:26][C:10]3[N:11]=[C:12]([CH2:14][C:15]4[O:19][C:18]([CH2:20][NH:21][S:22](=[O:25])(=[O:24])[NH2:23])=[N:17][N:16]=4)[S:13][C:9]=3[CH:8]=2)[CH:6]=[CH:5][CH:4]=[CH:3][CH:2]=1.C[Si]([N-][Si](C)(C)C)(C)C.[Na+].C1COCC1.[CH3:43][S:44](Cl)(=[O:46])=[O:45].IC.[CH3:50]OC(C)(C)C.C(O)(=O)C, predict the reaction product. (2) The product is: [CH3:36][N:5]1[CH2:6][CH:1]2[CH2:7][CH:4]1[CH2:3][N:2]2[C:8]1[C:17]2[C:12](=[CH:13][CH:14]=[CH:15][CH:16]=2)[N:11]=[C:10]([C:18]2[CH:23]=[CH:22][N:21]=[C:20]([NH:24][C@H:25]([C:27]3[CH:32]=[CH:31][CH:30]=[CH:29][CH:28]=3)[CH3:26])[CH:19]=2)[N:9]=1. Given the reactants [CH:1]12[CH2:7][CH:4]([NH:5][CH2:6]1)[CH2:3][N:2]2[C:8]1[C:17]2[C:12](=[CH:13][CH:14]=[CH:15][CH:16]=2)[N:11]=[C:10]([C:18]2[CH:23]=[CH:22][N:21]=[C:20]([NH:24][C@H:25]([C:27]3[CH:32]=[CH:31][CH:30]=[CH:29][CH:28]=3)[CH3:26])[CH:19]=2)[N:9]=1.C=O.[BH3-][C:36]#N.[Na+].C([O-])(O)=O.[Na+], predict the reaction product.